Predict which catalyst facilitates the given reaction. From a dataset of Catalyst prediction with 721,799 reactions and 888 catalyst types from USPTO. (1) Reactant: C(O)(C(F)(F)F)=O.[CH3:8][O:9][C:10]([C:12]1[CH:13]=[CH:14][C:15]2[O:20][CH2:19][CH2:18][N:17](C(OC(C)(C)C)=O)[C:16]=2[CH:28]=1)=[O:11]. Product: [CH3:8][O:9][C:10]([C:12]1[CH:13]=[CH:14][C:15]2[O:20][CH2:19][CH2:18][NH:17][C:16]=2[CH:28]=1)=[O:11]. The catalyst class is: 2. (2) Reactant: [CH3:1][C:2]1[CH:7]=[C:6]([CH3:8])[N:5]=[C:4]([NH:9][C:10]2[CH:15]=[CH:14][C:13]([CH2:16][CH2:17]C(O)=O)=[CH:12][CH:11]=2)[C:3]=1[N+:21]([O-:23])=[O:22].C1(P(N=[N+]=[N-])(C2C=CC=CC=2)=[O:31])C=CC=CC=1.C([N:43]([CH2:46]C)CC)C.[C:48]1([OH:54])[CH:53]=[CH:52][CH:51]=[CH:50][CH:49]=1. Product: [CH3:1][C:2]1[CH:7]=[C:6]([CH3:8])[N:5]=[C:4]([NH:9][C:10]2[CH:11]=[CH:12][C:13]([CH2:16][CH2:17][NH:43][C:46](=[O:31])[O:54][C:48]3[CH:53]=[CH:52][CH:51]=[CH:50][CH:49]=3)=[CH:14][CH:15]=2)[C:3]=1[N+:21]([O-:23])=[O:22]. The catalyst class is: 12. (3) Reactant: [N:1]([CH2:4][C@@H:5]([NH:13][C:14]([C:16]1[S:32][C:19]2=[N:20][C:21]3[CH2:22][CH2:23][CH:24]([C:28]([CH3:31])([CH3:30])[CH3:29])[CH2:25][C:26]=3[CH:27]=[C:18]2[CH:17]=1)=[O:15])[C:6]1[CH:11]=[CH:10][CH:9]=[C:8](Br)[CH:7]=1)=[N+]=[N-].[N:33]1[CH:38]=[CH:37][C:36](B(O)O)=[CH:35][CH:34]=1.C1C=CC(P(C2C=CC=CC=2)C2C=CC=CC=2)=CC=1.C([O-])([O-])=O.[Na+].[Na+]. Product: [NH2:1][CH2:4][C@@H:5]([NH:13][C:14]([C:16]1[S:32][C:19]2=[N:20][C:21]3[CH2:22][CH2:23][CH:24]([C:28]([CH3:31])([CH3:30])[CH3:29])[CH2:25][C:26]=3[CH:27]=[C:18]2[CH:17]=1)=[O:15])[C:6]1[CH:11]=[CH:10][CH:9]=[C:8]([C:36]2[CH:37]=[CH:38][N:33]=[CH:34][CH:35]=2)[CH:7]=1. The catalyst class is: 104. (4) Reactant: Br.[F:2][C:3]1[C:8]([O:9]C)=[C:7]([CH:11]=[O:12])[CH:6]=[CH:5][C:4]=1[C:13]1[CH:18]=[CH:17][C:16]([F:19])=[CH:15][C:14]=1[F:20]. Product: [F:2][C:3]1[C:8]([OH:9])=[C:7]([CH:11]=[O:12])[CH:6]=[CH:5][C:4]=1[C:13]1[CH:18]=[CH:17][C:16]([F:19])=[CH:15][C:14]=1[F:20]. The catalyst class is: 15. (5) Reactant: [CH3:1][O:2][C:3]1[CH:8]=[CH:7][C:6]([S:9]([N:12]2[CH2:17][CH2:16][CH:15]([NH:18][CH:19]([C:21]3[N:30]([CH3:31])[C:29](=[O:32])[C:28]4[C:23](=[CH:24][CH:25]=[CH:26][CH:27]=4)[N:22]=3)[CH3:20])[CH2:14][CH2:13]2)(=[O:11])=[O:10])=[CH:5][CH:4]=1.C=O.[CH3:35]N(C=O)C.C([BH3-])#N. Product: [CH3:1][O:2][C:3]1[CH:4]=[CH:5][C:6]([S:9]([N:12]2[CH2:13][CH2:14][CH:15]([N:18]([CH3:35])[CH:19]([C:21]3[N:30]([CH3:31])[C:29](=[O:32])[C:28]4[C:23](=[CH:24][CH:25]=[CH:26][CH:27]=4)[N:22]=3)[CH3:20])[CH2:16][CH2:17]2)(=[O:11])=[O:10])=[CH:7][CH:8]=1. The catalyst class is: 23. (6) Reactant: CCC(C[O:7][C:8]([C:21]([N:23]([CH2:25][CH2:26][NH+:27]([CH3:29])C)C)=[O:22])([C:15]1[CH:20]=[CH:19]C=CC=1)C1C=CC=CC=1)CC.[Cl-].C(O)[C:32]([NH2:37])(CO)CO.C1C=CC2S(=O)(=O)OC(C3C=C(Br)C(O)=C(Br)C=3)(C3C=C(Br)C(O)=C(Br)C=3)C=2C=1.CC(NC)CC1C=CC=CC=1.C[C@@H]([C@@H]1[C@@]2(C)[C@@H](O)C[C@@H]3[C@@]4(C)CC[C@@H](O)C[C@H]4CC[C@@]3(C)[C@@H]2CC1)CCC([O-])=O.[Na+].NCC(O)=[O:112].[NH:114]1C=C[N:116]=[CH:115]1.[Cl-].[Cl-].[Ca+2:121].[P:122]([O:130]C[C@H]1O[C@@H](N2C3N=CN=C(N)C=3N=C2)[C@H](O)[C@@H]1O)([O:125]P(O)(O)=O)(=[O:124])[OH:123].[P:149]([O:161]C[C@H]1O[C@@H](N2C3N=CN=C(N)C=3N=C2)[C@H](O)[C@@H]1O)([O:152][P:153]([O:156][P:157]([OH:160])([OH:159])=[O:158])([OH:155])=[O:154])(=[O:151])[OH:150]. Product: [P:122]([O-:130])([O-:125])([O-:124])=[O:123].[Ca+2:121].[P:149]([O-:161])([O-:152])([O-:151])=[O:150].[Ca+2:121].[Ca+2:121].[P:149]([O:161][CH2:19][C@H:20]1[O:22][C@@H:21]([N:23]2[C:25]3[N:37]=[CH:32][N:116]=[C:115]([NH2:114])[C:26]=3[N:27]=[CH:29]2)[C@H:8]([OH:7])[C@@H:15]1[OH:112])([O:152][P:153]([O:156][P:157]([OH:160])([OH:159])=[O:158])([OH:155])=[O:154])(=[O:150])[OH:151]. The catalyst class is: 610. (7) Product: [Cl:24][C:25]1[CH:33]=[C:32]([C:34]#[C:35][CH2:36][O:37][CH2:38][CH:39]2[CH2:41][CH2:40]2)[C:28]2[O:29][CH2:30][O:31][C:27]=2[C:26]=1[NH:42][C:2]1[C:11]2[C:6](=[CH:7][C:8]([O:14][CH2:15][CH2:16][CH2:17][N:18]3[CH2:23][CH2:22][O:21][CH2:20][CH2:19]3)=[C:9]([O:12][CH3:13])[CH:10]=2)[N:5]=[CH:4][N:3]=1. Reactant: Cl[C:2]1[C:11]2[C:6](=[CH:7][C:8]([O:14][CH2:15][CH2:16][CH2:17][N:18]3[CH2:23][CH2:22][O:21][CH2:20][CH2:19]3)=[C:9]([O:12][CH3:13])[CH:10]=2)[N:5]=[CH:4][N:3]=1.[Cl:24][C:25]1[CH:33]=[C:32]([C:34]#[C:35][CH2:36][O:37][CH2:38][CH:39]2[CH2:41][CH2:40]2)[C:28]2[O:29][CH2:30][O:31][C:27]=2[C:26]=1[NH2:42].C[Si]([N-][Si](C)(C)C)(C)C.[Na+]. The catalyst class is: 3.